This data is from Forward reaction prediction with 1.9M reactions from USPTO patents (1976-2016). The task is: Predict the product of the given reaction. (1) Given the reactants [OH:1][NH:2][C:3](=[O:29])[CH:4]=[CH:5][CH2:6][CH2:7][CH2:8][CH2:9][CH:10]([O:21][Si](C(C)(C)C)(C)C)[C:11]1[CH:20]=[CH:19][C:18]2[C:13](=[CH:14][CH:15]=[CH:16][CH:17]=2)[CH:12]=1.Cl.C(OCC)(=O)C.O, predict the reaction product. The product is: [OH:1][NH:2][C:3](=[O:29])[CH:4]=[CH:5][CH2:6][CH2:7][CH2:8][CH2:9][CH:10]([OH:21])[C:11]1[CH:20]=[CH:19][C:18]2[C:13](=[CH:14][CH:15]=[CH:16][CH:17]=2)[CH:12]=1. (2) Given the reactants [F:1][C:2]1[CH:23]=[CH:22][CH:21]=[CH:20][C:3]=1[CH2:4][N:5]1[C:13]2[CH2:12][CH2:11][NH:10][CH2:9][C:8]=2[C:7]([C:14]2[N:19]=[CH:18][CH:17]=[CH:16][N:15]=2)=[N:6]1.N1C=CC=CC=1.[C:30](Cl)(=[O:37])[C:31]1[CH:36]=[CH:35][CH:34]=[CH:33][CH:32]=1, predict the reaction product. The product is: [F:1][C:2]1[CH:23]=[CH:22][CH:21]=[CH:20][C:3]=1[CH2:4][N:5]1[C:13]2[CH2:12][CH2:11][N:10]([C:30]([C:31]3[CH:36]=[CH:35][CH:34]=[CH:33][CH:32]=3)=[O:37])[CH2:9][C:8]=2[C:7]([C:14]2[N:15]=[CH:16][CH:17]=[CH:18][N:19]=2)=[N:6]1. (3) The product is: [Br:21][C:22]1[CH:23]=[C:24]([CH:28]([CH2:6][C:5]2[CH:8]=[CH:9][C:2]([Cl:1])=[CH:3][CH:4]=2)[CH:29]([OH:31])[CH3:30])[CH:25]=[N:26][CH:27]=1. Given the reactants [Cl:1][C:2]1[CH:9]=[CH:8][C:5]([CH2:6]Cl)=[CH:4][CH:3]=1.BrC1C=C(CC(=O)C)C=CC=1.[Br:21][C:22]1[CH:23]=[C:24]([CH2:28][C:29](=[O:31])[CH3:30])[CH:25]=[N:26][CH:27]=1, predict the reaction product. (4) Given the reactants Br[CH2:2][C:3]1[C:12]2[C:7](=[CH:8][CH:9]=[CH:10][CH:11]=2)[NH:6][C:5](=[O:13])[CH:4]=1.[O:14]1[CH:18]=[CH:17][CH:16]=[C:15]1[CH2:19][NH:20][C:21]1[CH:26]=[CH:25][CH:24]=[CH:23][CH:22]=1.C([O-])([O-])=O.[K+].[K+], predict the reaction product. The product is: [O:14]1[CH:18]=[CH:17][CH:16]=[C:15]1[CH2:19][N:20]([CH2:2][C:3]1[C:12]2[C:7](=[CH:8][CH:9]=[CH:10][CH:11]=2)[NH:6][C:5](=[O:13])[CH:4]=1)[C:21]1[CH:22]=[CH:23][CH:24]=[CH:25][CH:26]=1. (5) Given the reactants Br[C:2]1[CH:7]=[CH:6][C:5]([N:8]2[C:17]3[C:12](=[CH:13][CH:14]=[CH:15][CH:16]=3)[CH2:11][CH2:10][CH2:9]2)=[C:4]([N+:18]([O-:20])=[O:19])[CH:3]=1.CC1(C)COB([C:28]2[CH:35]=[CH:34][CH:33]=[CH:32][C:29]=2[C:30]#[N:31])OC1.P([O-])([O-])([O-])=O.[K+].[K+].[K+], predict the reaction product. The product is: [N:8]1([C:5]2[CH:6]=[CH:7][C:2]([C:28]3[C:29]([C:30]#[N:31])=[CH:32][CH:33]=[CH:34][CH:35]=3)=[CH:3][C:4]=2[N+:18]([O-:20])=[O:19])[C:17]2[C:12](=[CH:13][CH:14]=[CH:15][CH:16]=2)[CH2:11][CH2:10][CH2:9]1. (6) Given the reactants [Cl:1][C:2]1[CH:3]=[C:4]([NH:17][C:18]2[C:19]3[C:26]4[CH:27]=[CH:28][C:29]([CH2:31][CH2:32]O)=[CH:30][C:25]=4[S:24][C:20]=3[N:21]=[CH:22][N:23]=2)[CH:5]=[CH:6][C:7]=1[O:8][CH2:9][C:10]1[CH:15]=[CH:14][CH:13]=[C:12]([F:16])[CH:11]=1.C1(P(C2C=CC=CC=2)C2C=CC=CC=2)C=CC=CC=1.C(Br)(Br)(Br)[Br:54], predict the reaction product. The product is: [Br:54][CH2:32][CH2:31][C:29]1[CH:28]=[CH:27][C:26]2[C:19]3[C:18]([NH:17][C:4]4[CH:5]=[CH:6][C:7]([O:8][CH2:9][C:10]5[CH:15]=[CH:14][CH:13]=[C:12]([F:16])[CH:11]=5)=[C:2]([Cl:1])[CH:3]=4)=[N:23][CH:22]=[N:21][C:20]=3[S:24][C:25]=2[CH:30]=1.